From a dataset of Full USPTO retrosynthesis dataset with 1.9M reactions from patents (1976-2016). Predict the reactants needed to synthesize the given product. (1) Given the product [CH:26]1([CH2:32][CH2:33][S:34]([NH:8][C:9]2[CH:10]=[C:11]([CH2:15][CH2:16][CH2:17][NH:18][C:19](=[O:25])[O:20][C:21]([CH3:22])([CH3:23])[CH3:24])[CH:12]=[CH:13][CH:14]=2)(=[O:36])=[O:35])[CH2:31][CH2:30][CH2:29][CH2:28][CH2:27]1, predict the reactants needed to synthesize it. The reactants are: C1(C[NH:8][C:9]2[CH:10]=[C:11]([CH2:15][CH2:16][CH2:17][NH:18][C:19](=[O:25])[O:20][C:21]([CH3:24])([CH3:23])[CH3:22])[CH:12]=[CH:13][CH:14]=2)CCCCC1.[CH:26]1([CH2:32][CH2:33][S:34](Cl)(=[O:36])=[O:35])[CH2:31][CH2:30][CH2:29][CH2:28][CH2:27]1. (2) Given the product [CH2:16]([O:23][C:24]1[CH:25]=[CH:26][C:27]([C@@H:35]([O:38][Si:39]([C:42]([CH3:43])([CH3:45])[CH3:44])([CH3:41])[CH3:40])[CH2:36][NH:1][C:2]([CH3:15])([CH3:14])[CH2:3][C:4]2[CH:5]=[C:6]([CH:11]=[CH:12][CH:13]=2)[C:7]([O:9][CH3:10])=[O:8])=[C:28]2[C:33]=1[NH:32][C:31](=[O:34])[CH:30]=[CH:29]2)[C:17]1[CH:18]=[CH:19][CH:20]=[CH:21][CH:22]=1, predict the reactants needed to synthesize it. The reactants are: [NH2:1][C:2]([CH3:15])([CH3:14])[CH2:3][C:4]1[CH:5]=[C:6]([CH:11]=[CH:12][CH:13]=1)[C:7]([O:9][CH3:10])=[O:8].[CH2:16]([O:23][C:24]1[CH:25]=[CH:26][C:27]([C@@H:35]([O:38][Si:39]([C:42]([CH3:45])([CH3:44])[CH3:43])([CH3:41])[CH3:40])[CH2:36]Br)=[C:28]2[C:33]=1[NH:32][C:31](=[O:34])[CH:30]=[CH:29]2)[C:17]1[CH:22]=[CH:21][CH:20]=[CH:19][CH:18]=1. (3) Given the product [F:24][C:25]1[CH:26]=[CH:27][C:28]([C:31]2([CH2:44][O:45][CH:5]([C:7]3[CH:8]=[CH:9][C:10]([C:17]([F:20])([F:18])[F:19])=[C:11]4[C:16]=3[N:15]=[CH:14][CH:13]=[CH:12]4)[CH3:6])[CH2:32][CH2:33][N:34]([C:37]([O:39][C:40]([CH3:41])([CH3:42])[CH3:43])=[O:38])[CH2:35][CH2:36]2)=[CH:29][CH:30]=1, predict the reactants needed to synthesize it. The reactants are: ClC(Cl)(Cl)C(=N)O[CH:5]([C:7]1[CH:8]=[CH:9][C:10]([C:17]([F:20])([F:19])[F:18])=[C:11]2[C:16]=1[N:15]=[CH:14][CH:13]=[CH:12]2)[CH3:6].[F:24][C:25]1[CH:30]=[CH:29][C:28]([C:31]2([CH2:44][OH:45])[CH2:36][CH2:35][N:34]([C:37]([O:39][C:40]([CH3:43])([CH3:42])[CH3:41])=[O:38])[CH2:33][CH2:32]2)=[CH:27][CH:26]=1. (4) Given the product [CH3:10][O:11][C:12](=[O:22])[C:13]1[CH:14]=[CH:15][C:16]([C:17]([N:3]2[CH2:4][CH2:6][CH2:9][CH2:7]2)=[O:19])=[CH:20][CH:21]=1, predict the reactants needed to synthesize it. The reactants are: CC[N:3]([CH:7]([CH3:9])C)[CH:4]([CH3:6])C.[CH3:10][O:11][C:12](=[O:22])[C:13]1[CH:21]=[CH:20][C:16]([C:17]([OH:19])=O)=[CH:15][CH:14]=1.C1C=CC2N(O)N=NC=2C=1.CCN=C=NCCCN(C)C.N1CCCC1. (5) Given the product [CH:29](/[C@@H:31]1[CH2:36][CH2:35][C@H:34]([NH:37][C:38](=[O:44])[O:39][C:40]([CH3:43])([CH3:42])[CH3:41])[CH2:33][CH2:32]1)=[CH:1]\[CH2:2][CH2:3][CH3:4], predict the reactants needed to synthesize it. The reactants are: [CH2:1](S(C1N(C2C=CC=CC=2)N=NN=1)(=O)=O)[CH2:2][CH2:3][CH3:4].[K].C[Si](C)(C)N[Si](C)(C)C.[CH:29]([C@@H:31]1[CH2:36][CH2:35][C@H:34]([NH:37][C:38](=[O:44])[O:39][C:40]([CH3:43])([CH3:42])[CH3:41])[CH2:33][CH2:32]1)=O.O. (6) The reactants are: [I:1][C:2]1[CH:3]=[C:4]2[C:9](=[CH:10][CH:11]=1)[N:8]=[CH:7][N:6]=[C:5]2Cl.[NH2:13][C:14]1[CH:15]=[C:16]2[C:20](=[CH:21][CH:22]=1)[N:19]([S:23]([C:26]1[CH:31]=[CH:30][CH:29]=[CH:28][CH:27]=1)(=[O:25])=[O:24])[CH:18]=[CH:17]2. Given the product [C:26]1([S:23]([N:19]2[C:20]3[C:16](=[CH:15][C:14]([NH:13][C:5]4[C:4]5[C:9](=[CH:10][CH:11]=[C:2]([I:1])[CH:3]=5)[N:8]=[CH:7][N:6]=4)=[CH:22][CH:21]=3)[CH:17]=[CH:18]2)(=[O:24])=[O:25])[CH:27]=[CH:28][CH:29]=[CH:30][CH:31]=1, predict the reactants needed to synthesize it. (7) Given the product [CH2:49]([O:51][C:52]([C@H:53]([OH:67])[C@H:54]([NH:66][C:1]([CH2:4][CH2:5][CH2:6][C:7]1[CH:15]=[CH:14][CH:13]=[CH:12][C:8]=1[C:9]([OH:11])=[O:10])=[O:3])[CH2:55][C:56]1[CH:61]=[CH:60][CH:59]=[CH:58][C:57]=1[C:62]([F:65])([F:63])[F:64])=[O:68])[CH3:50], predict the reactants needed to synthesize it. The reactants are: [C:1]([CH2:4][CH2:5][CH2:6][C:7]1[CH:15]=[CH:14][CH:13]=[CH:12][C:8]=1[C:9]([OH:11])=[O:10])([OH:3])=O.CCN(C(C)C)C(C)C.CN(C(ON1N=NC2C=CC=NC1=2)=[N+](C)C)C.F[P-](F)(F)(F)(F)F.[CH2:49]([O:51][C:52](=[O:68])[C@H:53]([OH:67])[C@H:54]([NH2:66])[CH2:55][C:56]1[CH:61]=[CH:60][CH:59]=[CH:58][C:57]=1[C:62]([F:65])([F:64])[F:63])[CH3:50]. (8) Given the product [CH3:1][O:2][C:3]1[C:17]([O:18][CH3:19])=[CH:16][CH:15]=[CH:14][C:4]=1[CH2:5][N:6]([CH2:7][CH2:8][CH2:9][CH2:10][CH2:11][CH2:12][CH3:13])[C:31](=[O:32])[CH2:30][O:29][C:28]1[CH:27]=[CH:26][C:25]([CH2:24][C@H:23]([O:22][CH2:20][CH3:21])[C:36]([O:38][CH2:39][CH3:40])=[O:37])=[CH:35][CH:34]=1, predict the reactants needed to synthesize it. The reactants are: [CH3:1][O:2][C:3]1[C:17]([O:18][CH3:19])=[CH:16][CH:15]=[CH:14][C:4]=1[CH2:5][NH:6][CH2:7][CH2:8][CH2:9][CH2:10][CH2:11][CH2:12][CH3:13].[CH2:20]([O:22][C@H:23]([C:36]([O:38][CH2:39][CH3:40])=[O:37])[CH2:24][C:25]1[CH:35]=[CH:34][C:28]([O:29][CH2:30][C:31](O)=[O:32])=[CH:27][CH:26]=1)[CH3:21].C(N(CC)C(C)C)(C)C.[B-](F)(F)(F)F.CN(C(ON1N=NC2C1=CC=CC=2)=[N+](C)C)C. (9) Given the product [OH:21][C:16]1[C:17]([O:19][CH3:20])=[CH:18][C:13](/[CH:12]=[C:8]2/[C:7]([CH3:24])=[C:6]([CH2:25][C:26]([NH:41][C:42]3[CH:43]=[N:44][CH:45]=[CH:46][CH:47]=3)=[O:27])[C:5]3[C:9]/2=[CH:10][CH:11]=[C:3]([O:2][CH3:1])[CH:4]=3)=[CH:14][C:15]=1[O:22][CH3:23], predict the reactants needed to synthesize it. The reactants are: [CH3:1][O:2][C:3]1[CH:4]=[C:5]2[C:9](=[CH:10][CH:11]=1)/[C:8](=[CH:12]\[C:13]1[CH:18]=[C:17]([O:19][CH3:20])[C:16]([OH:21])=[C:15]([O:22][CH3:23])[CH:14]=1)/[C:7]([CH3:24])=[C:6]2[CH2:25][C:26](O)=[O:27].C(N1C=CN=C1)(N1C=CN=C1)=O.[NH2:41][C:42]1[CH:43]=[N:44][CH:45]=[CH:46][CH:47]=1.